Dataset: Reaction yield outcomes from USPTO patents with 853,638 reactions. Task: Predict the reaction yield, written as a fraction of the theoretical maximum amount of product (1.0 means a 100% yield; for example, 0.34 means a 34% yield). (1) The reactants are C(O[I:5]([C:10]1[CH:15]=[CH:14][CH:13]=[CH:12][CH:11]=1)OC(=O)C)(=O)C.[Si]([O:20][S:21]([C:24]([F:27])([F:26])[F:25])(=[O:23])=[O:22])(C)(C)C.[CH3:28][O:29][C:30]1[CH:35]=[CH:34][N:33]=[CH:32][CH:31]=1. The catalyst is C(Cl)Cl. The product is [F:25][C:24]([F:27])([F:26])[S:21]([O-:23])(=[O:22])=[O:20].[F:25][C:24]([F:27])([F:26])[S:21]([O-:23])(=[O:22])=[O:20].[C:10]1([I:5]([N+:33]2[CH:34]=[CH:35][C:30]([O:29][CH3:28])=[CH:31][CH:32]=2)[N+:33]2[CH:34]=[CH:35][C:30]([O:29][CH3:28])=[CH:31][CH:32]=2)[CH:11]=[CH:12][CH:13]=[CH:14][CH:15]=1. The yield is 0.970. (2) The reactants are Cl[C:2]1[CH:7]=[CH:6][N:5]=[C:4]2[N:8]([C:15]3[CH:22]=[CH:21][C:18]([C:19]#[N:20])=[CH:17][C:16]=3[CH3:23])[N:9]=[C:10]([C:11]([F:14])([F:13])[F:12])[C:3]=12.COC1C2C(=C3C(=CC=2)C(OC)=CC=N3)N=CC=1.C(=O)([O-])[O-].[Cs+].[Cs+].Cl.[CH3:49][N:50]1[CH:54]=[C:53]([C:55]2[N:56]=[CH:57][NH:58][CH:59]=2)[CH:52]=[N:51]1. The catalyst is CS(C)=O.C(OCC)(=O)C.[Cu-]=O. The product is [CH3:23][C:16]1[CH:17]=[C:18]([CH:21]=[CH:22][C:15]=1[N:8]1[C:4]2=[N:5][CH:6]=[CH:7][C:2]([N:58]3[CH:59]=[C:55]([C:53]4[CH:52]=[N:51][N:50]([CH3:49])[CH:54]=4)[N:56]=[CH:57]3)=[C:3]2[C:10]([C:11]([F:14])([F:13])[F:12])=[N:9]1)[C:19]#[N:20]. The yield is 0.380. (3) The catalyst is O. The yield is 0.700. The reactants are [Cl:1][C:2](=[CH2:10])[C:3]([CH3:9])([CH3:8])[C:4]([O:6]C)=[O:5].[OH-].[Na+]. The product is [Cl:1][C:2](=[CH2:10])[C:3]([CH3:9])([CH3:8])[C:4]([OH:6])=[O:5]. (4) The reactants are [NH:1]1[C:9]2[C:4](=[CH:5][CH:6]=[CH:7][N:8]=2)[C:3]([C:10](=[O:15])[C:11]([O:13]C)=[O:12])=[CH:2]1.C([O-])([O-])=O.[K+:20].[K+]. The catalyst is CO.O. The product is [NH:1]1[C:9]2[C:4](=[CH:5][CH:6]=[CH:7][N:8]=2)[C:3]([C:10](=[O:15])[C:11]([O-:13])=[O:12])=[CH:2]1.[K+:20]. The yield is 0.904. (5) The reactants are [F:1][C:2]1[CH:7]=[CH:6][CH:5]=[C:4]([F:8])[C:3]=1[N:9]1[C:14]2[N:15]=[C:16]([NH:28][CH2:29][CH2:30][N:31]([CH3:33])[CH3:32])[N:17]=[C:18]([C:19]3[CH:20]=[C:21]([CH:25]=[CH:26][CH:27]=3)[C:22](O)=[O:23])[C:13]=2[CH2:12][NH:11][C:10]1=[O:34].[F:35][C:36]1[CH:42]=[CH:41][C:39]([NH2:40])=[CH:38][CH:37]=1.CN(C(ON1N=NC2C=CC=NC1=2)=[N+](C)C)C.F[P-](F)(F)(F)(F)F.C(N(C(C)C)CC)(C)C. The catalyst is C(Cl)Cl.O. The product is [F:8][C:4]1[CH:5]=[CH:6][CH:7]=[C:2]([F:1])[C:3]=1[N:9]1[C:14]2[N:15]=[C:16]([NH:28][CH2:29][CH2:30][N:31]([CH3:33])[CH3:32])[N:17]=[C:18]([C:19]3[CH:20]=[C:21]([CH:25]=[CH:26][CH:27]=3)[C:22]([NH:40][C:39]3[CH:41]=[CH:42][C:36]([F:35])=[CH:37][CH:38]=3)=[O:23])[C:13]=2[CH2:12][NH:11][C:10]1=[O:34]. The yield is 0.720. (6) The reactants are [O:1]1[CH2:6][CH2:5][N:4]([CH2:7][C:8]([O:10]CC)=[O:9])[CH2:3][CH2:2]1. The catalyst is Cl. The product is [O:1]1[CH2:6][CH2:5][N:4]([CH2:7][C:8]([OH:10])=[O:9])[CH2:3][CH2:2]1. The yield is 0.640. (7) The reactants are [CH3:1][S:2]([NH:5][C@@H:6]1[C:14]2[C:9](=[CH:10][CH:11]=[CH:12][CH:13]=2)[CH2:8][C@@H:7]1OS(C)(=O)=O)(=[O:4])=[O:3].[N-:20]=[N+]=[N-].[Na+]. The catalyst is CC(N(C)C)=O.C(OCC)(=O)C. The product is [NH2:20][C@@H:7]1[CH2:8][C:9]2[C:14](=[CH:13][CH:12]=[CH:11][CH:10]=2)[C@H:6]1[NH:5][S:2]([CH3:1])(=[O:4])=[O:3]. The yield is 0.830. (8) The yield is 0.280. The product is [Br:20][C:21]1[CH:22]=[C:23]([N+:28]([O-:30])=[O:29])[C:24]([NH:1][C:2]2[CH:3]=[C:4]([NH:16][C:17](=[O:19])[CH3:18])[CH:5]=[C:6]([C:8]3[C:13]([F:14])=[CH:12][CH:11]=[CH:10][C:9]=3[F:15])[CH:7]=2)=[N:25][CH:26]=1. The catalyst is CN(C=O)C. The reactants are [NH2:1][C:2]1[CH:3]=[C:4]([NH:16][C:17](=[O:19])[CH3:18])[CH:5]=[C:6]([C:8]2[C:13]([F:14])=[CH:12][CH:11]=[CH:10][C:9]=2[F:15])[CH:7]=1.[Br:20][C:21]1[CH:22]=[C:23]([N+:28]([O-:30])=[O:29])[C:24](Cl)=[N:25][CH:26]=1.[F-].[K+]. (9) The reactants are [BH4-].[Na+].[O:3]=[C:4]1[CH2:9][N:8]([C:10]([O:12][C:13]([CH3:16])([CH3:15])[CH3:14])=[O:11])[C@H:7]([C:17]([O:19][CH2:20][CH3:21])=[O:18])[CH2:6][CH2:5]1. The catalyst is CCO. The product is [OH:3][C@@H:4]1[CH2:9][N:8]([C:10]([O:12][C:13]([CH3:14])([CH3:15])[CH3:16])=[O:11])[C@H:7]([C:17]([O:19][CH2:20][CH3:21])=[O:18])[CH2:6][CH2:5]1. The yield is 0.800.